From a dataset of Forward reaction prediction with 1.9M reactions from USPTO patents (1976-2016). Predict the product of the given reaction. (1) The product is: [F:12][C:11]([F:14])([F:13])[C:10]1[N:1]=[C:2]2[CH:7]=[N:6][CH:5]=[CH:4][N:3]2[CH:9]=1. Given the reactants [NH2:1][C:2]1[CH:7]=[N:6][CH:5]=[CH:4][N:3]=1.Br[CH2:9][C:10](=O)[C:11]([F:14])([F:13])[F:12], predict the reaction product. (2) Given the reactants O.[C:2]([O-:9])(=[O:8])[C:3]([C:5]([O-:7])=[O:6])=O.[Na+].[Na+].Cl.[F:13][C:14]1[CH:19]=[CH:18][CH:17]=[CH:16][C:15]=1[NH:20][NH2:21].C(OCC)(=O)C, predict the reaction product. The product is: [F:13][C:14]1[CH:19]=[CH:18][CH:17]=[CH:16][C:15]=1[NH:20][N:21]=[C:3]([C:5]([OH:7])=[O:6])[C:2]([OH:9])=[O:8]. (3) Given the reactants [NH:1]1[C:5]([C:6]([OH:8])=O)=[CH:4][N:3]=[CH:2]1.[F:9][C@H:10]1[C@@H:15]([O:16][C:17]2[CH:24]=[CH:23][C:22]([C:25]3[N:30]=[C:29]([NH:31][C:32]4[CH:37]=[CH:36][C:35]([N:38]5[CH2:43][CH2:42][N:41]([CH:44]6[CH2:47][O:46][CH2:45]6)[CH2:40][CH2:39]5)=[CH:34][CH:33]=4)[N:28]=[CH:27][N:26]=3)=[CH:21][C:18]=2[C:19]#[N:20])[CH2:14][CH2:13][NH:12][CH2:11]1, predict the reaction product. The product is: [F:9][C@H:10]1[C@@H:15]([O:16][C:17]2[CH:24]=[CH:23][C:22]([C:25]3[N:30]=[C:29]([NH:31][C:32]4[CH:37]=[CH:36][C:35]([N:38]5[CH2:39][CH2:40][N:41]([CH:44]6[CH2:47][O:46][CH2:45]6)[CH2:42][CH2:43]5)=[CH:34][CH:33]=4)[N:28]=[CH:27][N:26]=3)=[CH:21][C:18]=2[C:19]#[N:20])[CH2:14][CH2:13][N:12]([C:6]([C:5]2[NH:1][CH:2]=[N:3][CH:4]=2)=[O:8])[CH2:11]1. (4) Given the reactants BrC1N=C(C)[C:5]([O:9][CH3:10])=[CH:4][CH:3]=1.C1(P(C2C=CC=CC=2)CCCP(C2C=CC=CC=2)C2C=CC=CC=2)C=CC=CC=1.C([N:42]([CH2:45][CH3:46])[CH2:43][CH3:44])C.[CH3:47][OH:48].[C]=[O:50], predict the reaction product. The product is: [CH3:10][O:9][C:5]1[CH:4]=[CH:3][C:45]([C:46]([O:48][CH3:47])=[O:50])=[N:42][C:43]=1[CH3:44]. (5) Given the reactants C[O:2][C:3]1[CH:20]=[CH:19][C:18]2[C:17]3[C:12](=[CH:13][CH:14]=[CH:15][CH:16]=3)[C:11]3[C:6](=[CH:7][CH:8]=[CH:9][CH:10]=3)[C:5]=2[CH:4]=1.B(Br)(Br)Br.[B].O, predict the reaction product. The product is: [OH:2][C:3]1[CH:20]=[CH:19][C:18]2[C:17]3[C:12](=[CH:13][CH:14]=[CH:15][CH:16]=3)[C:11]3[C:6](=[CH:7][CH:8]=[CH:9][CH:10]=3)[C:5]=2[CH:4]=1. (6) Given the reactants C(OC(=O)[N:7]([CH:34]1[CH2:36][CH2:35]1)[CH2:8][C:9]1[CH:14]=[CH:13][C:12]([C:15]([N:17]2[CH2:23][CH2:22][CH2:21][N:20]([CH:24]3[CH2:26][CH2:25]3)[CH2:19][CH2:18]2)=[O:16])=[CH:11][C:10]=1[O:27][C:28]1[CH:29]=[N:30][CH:31]=[CH:32][CH:33]=1)(C)(C)C.C(O)(C(F)(F)F)=O, predict the reaction product. The product is: [CH:34]1([NH:7][CH2:8][C:9]2[CH:14]=[CH:13][C:12]([C:15]([N:17]3[CH2:23][CH2:22][CH2:21][N:20]([CH:24]4[CH2:25][CH2:26]4)[CH2:19][CH2:18]3)=[O:16])=[CH:11][C:10]=2[O:27][C:28]2[CH:29]=[N:30][CH:31]=[CH:32][CH:33]=2)[CH2:35][CH2:36]1. (7) Given the reactants Cl.Cl.[CH2:3]1[C:12]2[C:7](=[CH:8][CH:9]=[CH:10][CH:11]=2)[CH2:6][CH2:5][N:4]1[CH:13]1[CH2:17][CH2:16][CH2:15][CH2:14]1.[CH2:18]([N:20](CC)CC)C.[C:25]1([CH3:35])[CH:30]=[CH:29][CH:28]=[C:27]([S:31](Cl)(=[O:33])=[O:32])[CH:26]=1.[OH-].[Na+], predict the reaction product. The product is: [CH3:35][C:25]1[CH:26]=[C:27]([S:31]([N:20]([CH3:18])[C@H:15]2[CH2:16][CH2:17][C@H:13]([N:4]3[CH2:5][CH2:6][C:7]4[C:12](=[CH:11][CH:10]=[CH:9][CH:8]=4)[CH2:3]3)[CH2:14]2)(=[O:33])=[O:32])[CH:28]=[CH:29][CH:30]=1.